Dataset: Retrosynthesis with 50K atom-mapped reactions and 10 reaction types from USPTO. Task: Predict the reactants needed to synthesize the given product. Given the product Cc1ccc(C(N)C2CCSCC2)o1, predict the reactants needed to synthesize it. The reactants are: Cc1ccc(C(N=[N+]=[N-])C2CCSCC2)o1.